Dataset: Catalyst prediction with 721,799 reactions and 888 catalyst types from USPTO. Task: Predict which catalyst facilitates the given reaction. (1) Reactant: [ClH:1].O1CCOCC1.C(OC([N:15]1[CH2:20][CH2:19][CH:18]([CH2:21][C:22]2[CH:27]=[C:26]([O:28][CH3:29])[CH:25]=[CH:24][C:23]=2[Br:30])[CH2:17][CH2:16]1)=O)(C)(C)C. Product: [ClH:1].[Br:30][C:23]1[CH:24]=[CH:25][C:26]([O:28][CH3:29])=[CH:27][C:22]=1[CH2:21][CH:18]1[CH2:17][CH2:16][NH:15][CH2:20][CH2:19]1. The catalyst class is: 15. (2) Reactant: [F:1][C:2]1[CH:3]=[C:4]([S:11]([NH2:14])(=[O:13])=[O:12])[CH:5]=[CH:6][C:7]=1[N+:8]([O-])=O. Product: [NH2:8][C:7]1[CH:6]=[CH:5][C:4]([S:11]([NH2:14])(=[O:12])=[O:13])=[CH:3][C:2]=1[F:1]. The catalyst class is: 19. (3) Reactant: C([C@@H]1COC(=O)N1[C@:14](CC(OC)=O)([CH2:18][C:19]1[CH:24]=[CH:23][C:22]([O:25][CH3:26])=[CH:21][C:20]=1[CH2:27][N:28]([C:34]([O:36]C(C)(C)C)=O)[CH2:29][C:30]([F:33])([F:32])[F:31])[C:15](N)=O)C1C=CC=CC=1.OO.O[Li].O.S([O-])([O-])=O.[Na+].[Na+].Cl.[CH2:58](N(CC)CC)C.[C:65]([O-:68])(O)=[O:66].[Na+].C1(P(N=[N+]=[N-])(C2C=CC=CC=2)=O)C=CC=CC=1. Product: [CH3:26][O:25][C:22]1[CH:23]=[CH:24][C:19]2[CH2:18][C@@H:14]([CH2:15][C:65]([O:68][CH3:58])=[O:66])[C:34](=[O:36])[N:28]([CH2:29][C:30]([F:33])([F:32])[F:31])[CH2:27][C:20]=2[CH:21]=1. The catalyst class is: 20. (4) Reactant: CN1C=C(CN(C)C(C2N(C3C=CC(F)=CC=3)C(S)=NC=2)=O)C(C)=N1.[Cl:26][C:27]1[CH:51]=[CH:50][CH:49]=[C:48]([F:52])[C:28]=1[CH2:29][O:30][C:31]1[N:32]([C:41]2[CH:46]=[CH:45][C:44]([F:47])=[CH:43][CH:42]=2)[C:33]([C:36]([O:38]CC)=[O:37])=[CH:34][N:35]=1.[OH-].[Li+].C1COCC1. Product: [Cl:26][C:27]1[CH:51]=[CH:50][CH:49]=[C:48]([F:52])[C:28]=1[CH2:29][O:30][C:31]1[N:32]([C:41]2[CH:46]=[CH:45][C:44]([F:47])=[CH:43][CH:42]=2)[C:33]([C:36]([OH:38])=[O:37])=[CH:34][N:35]=1. The catalyst class is: 72.